Dataset: NCI-60 drug combinations with 297,098 pairs across 59 cell lines. Task: Regression. Given two drug SMILES strings and cell line genomic features, predict the synergy score measuring deviation from expected non-interaction effect. (1) Drug 1: C1CC(=O)NC(=O)C1N2C(=O)C3=CC=CC=C3C2=O. Drug 2: CC1C(C(CC(O1)OC2CC(CC3=C2C(=C4C(=C3O)C(=O)C5=CC=CC=C5C4=O)O)(C(=O)C)O)N)O. Cell line: RPMI-8226. Synergy scores: CSS=38.0, Synergy_ZIP=1.20, Synergy_Bliss=0.317, Synergy_Loewe=-47.1, Synergy_HSA=0.0691. (2) Drug 1: C1=CC(=CC=C1C#N)C(C2=CC=C(C=C2)C#N)N3C=NC=N3. Drug 2: CCN(CC)CCCC(C)NC1=C2C=C(C=CC2=NC3=C1C=CC(=C3)Cl)OC. Cell line: OVCAR3. Synergy scores: CSS=7.15, Synergy_ZIP=-3.67, Synergy_Bliss=-0.691, Synergy_Loewe=-8.84, Synergy_HSA=-6.18.